Dataset: Catalyst prediction with 721,799 reactions and 888 catalyst types from USPTO. Task: Predict which catalyst facilitates the given reaction. (1) Product: [CH3:16][CH:15]([C:12]1[N:11]=[C:10]([N:1]2[CH2:6][CH2:5][CH:4]([CH2:7][OH:8])[CH2:3][CH2:2]2)[S:14][N:13]=1)[CH3:17]. Reactant: [NH:1]1[CH2:6][CH2:5][CH:4]([CH2:7][OH:8])[CH2:3][CH2:2]1.Br[C:10]1[S:14][N:13]=[C:12]([CH:15]([CH3:17])[CH3:16])[N:11]=1.C(N(CC)CC)C.C(Cl)Cl. The catalyst class is: 6. (2) Reactant: Cl[C:2]1[CH:3]=[C:4]([CH:28]=[CH:29][C:30]=1[F:31])[CH2:5][N:6]1[CH2:15][CH2:14][C:13]2[C:8](=[C:9]([O:25][CH3:26])[C:10](=[O:24])[N:11]3[CH2:21][CH2:20][CH2:19][CH2:18][N:17]([CH3:22])[C:16](=[O:23])[C:12]3=2)[C:7]1=[O:27].[H][H]. Product: [F:31][C:30]1[CH:2]=[CH:3][C:4]([CH2:5][N:6]2[CH2:15][CH2:14][C:13]3[C:8](=[C:9]([O:25][CH3:26])[C:10](=[O:24])[N:11]4[CH2:21][CH2:20][CH2:19][CH2:18][N:17]([CH3:22])[C:16](=[O:23])[C:12]4=3)[C:7]2=[O:27])=[CH:28][CH:29]=1. The catalyst class is: 63. (3) The catalyst class is: 225. Product: [CH3:50][N:2]([CH3:1])[CH2:3][C:4]([N:6]1[C:14]2[C:9](=[CH:10][C:11]([O:47][CH3:48])=[C:12]([NH:15][C:16]3[NH:21][C:20]4=[N:22][CH:23]=[CH:24][C:19]4=[C:18]([NH:35][C:36]4[CH:45]=[CH:44][CH:43]=[C:42]([F:46])[C:37]=4[C:38]([NH:40][CH3:41])=[O:39])[N:17]=3)[CH:13]=2)[CH2:8][C@@H:7]1[CH3:49])=[O:5]. Reactant: [CH3:1][N:2]([CH3:50])[CH2:3][C:4]([N:6]1[C:14]2[C:9](=[CH:10][C:11]([O:47][CH3:48])=[C:12]([NH:15][C:16]3[N:17]=[C:18]([NH:35][C:36]4[CH:45]=[CH:44][CH:43]=[C:42]([F:46])[C:37]=4[C:38]([NH:40][CH3:41])=[O:39])[C:19]4[CH:24]=[CH:23][N:22](S(C5C=CC(C)=CC=5)(=O)=O)[C:20]=4[N:21]=3)[CH:13]=2)[CH2:8][C@@H:7]1[CH3:49])=[O:5].[OH-].[Na+].[Na+].[Cl-]. (4) Reactant: Cl[C:2]1[C:3]2[C:4](=[CH:16][N:17](CC3C=CC(OC)=CC=3)[N:18]=2)[N:5]=[C:6]([C:8]([C:10]2[CH:15]=[CH:14][CH:13]=[CH:12][CH:11]=2)=[O:9])[N:7]=1.[CH3:28][N:29]([CH3:33])[CH2:30][CH2:31][NH2:32].Cl. Product: [CH3:28][N:29]([CH3:33])[CH2:30][CH2:31][NH:32][C:2]1[C:3]2[NH:18][N:17]=[CH:16][C:4]=2[N:5]=[C:6]([C:8]([C:10]2[CH:11]=[CH:12][CH:13]=[CH:14][CH:15]=2)=[O:9])[N:7]=1. The catalyst class is: 71. (5) Reactant: CC(C)N=C=NC(C)C.[CH2:10]([O:13][C:14]([NH:16][CH:17]([CH2:21][C:22]1[CH:27]=[CH:26][C:25]([Cl:28])=[CH:24][CH:23]=1)[C:18]([OH:20])=O)=[O:15])[CH:11]=[CH2:12].[CH2:29]([O:31][CH:32]([O:38][CH2:39][CH3:40])[CH2:33][NH:34][CH:35]([CH3:37])[CH3:36])[CH3:30].C1C=NC2N(O)N=NC=2C=1. Product: [Cl:28][C:25]1[CH:26]=[CH:27][C:22]([CH2:21][CH:17]([NH:16][C:14](=[O:15])[O:13][CH2:10][CH:11]=[CH2:12])[C:18](=[O:20])[N:34]([CH2:33][CH:32]([O:31][CH2:29][CH3:30])[O:38][CH2:39][CH3:40])[CH:35]([CH3:36])[CH3:37])=[CH:23][CH:24]=1. The catalyst class is: 3. (6) Reactant: [C:1]1([CH2:7][SH:8])[CH:6]=[CH:5][CH:4]=[CH:3][CH:2]=1.[H-].[Na+].[Br:11][C:12]1[CH:13]=[CH:14][C:15](Cl)=[N:16][CH:17]=1.O. Product: [Br:11][C:12]1[CH:13]=[CH:14][C:15]([S:8][CH2:7][C:1]2[CH:6]=[CH:5][CH:4]=[CH:3][CH:2]=2)=[N:16][CH:17]=1. The catalyst class is: 42.